From a dataset of Forward reaction prediction with 1.9M reactions from USPTO patents (1976-2016). Predict the product of the given reaction. (1) Given the reactants C1(P(C2C=CC=CC=2)C2C=CC=CC=2)C=CC=CC=1.Br[C:21]([Br:24])(Br)Br.OC[C:27]1[O:28][C:29](=[O:44])[C:30]2[C:35]([C:36]=1[C:37]1[CH:38]=[C:39]([CH3:43])[CH:40]=[CH:41][CH:42]=1)=[CH:34][CH:33]=[CH:32][CH:31]=2, predict the reaction product. The product is: [Br:24][CH2:21][C:27]1[O:28][C:29](=[O:44])[C:30]2[C:35]([C:36]=1[C:37]1[CH:38]=[C:39]([CH3:43])[CH:40]=[CH:41][CH:42]=1)=[CH:34][CH:33]=[CH:32][CH:31]=2. (2) Given the reactants [Cl:1][C:2]1[CH:3]=[C:4]([CH:8]=[CH:9][C:10]=1[CH3:11])[C:5]([OH:7])=O.CCN=C=NCCCN(C)C.C1C=C2N=NN(O)C2=CC=1.O.[C:34]([NH2:43])([C:37]1[CH:42]=[CH:41][CH:40]=[CH:39][CH:38]=1)([CH3:36])[CH3:35], predict the reaction product. The product is: [Cl:1][C:2]1[CH:3]=[C:4]([CH:8]=[CH:9][C:10]=1[CH3:11])[C:5]([NH:43][C:34]([CH3:36])([C:37]1[CH:42]=[CH:41][CH:40]=[CH:39][CH:38]=1)[CH3:35])=[O:7]. (3) Given the reactants [O:1]=[C:2]1[N:10]([CH2:11][O:12][CH2:13][CH2:14][Si:15]([CH3:18])([CH3:17])[CH3:16])[C:5]2=[N:6][CH:7]=[CH:8][CH:9]=[C:4]2[C@@:3]21[CH2:34][C:21]1=[N:22][C:23]3[CH:24]=[CH:25][C:26]([C:30](OC)=[O:31])=[CH:27][C:28]=3[CH:29]=[C:20]1[CH2:19]2.[NH2:35][NH2:36], predict the reaction product. The product is: [O:1]=[C:2]1[N:10]([CH2:11][O:12][CH2:13][CH2:14][Si:15]([CH3:17])([CH3:16])[CH3:18])[C:5]2=[N:6][CH:7]=[CH:8][CH:9]=[C:4]2[C@@:3]21[CH2:34][C:21]1=[N:22][C:23]3[CH:24]=[CH:25][C:26]([C:30]([NH:35][NH2:36])=[O:31])=[CH:27][C:28]=3[CH:29]=[C:20]1[CH2:19]2. (4) Given the reactants Br[C:2]1[CH:3]=[C:4]2[C@@:15]3([CH2:19][S:18][C:17]([NH2:20])=[N:16]3)[C:14]3[CH:13]=[C:12](Cl)[N:11]=[C:10]([F:22])[C:9]=3[O:8][C:5]2=[CH:6][CH:7]=1.[F:23][C:24]1[C:29](B(O)O)=[CH:28][CH:27]=[CH:26][N:25]=1.[CH3:33][C:34]1[CH:39]=[C:38](B2OC(C)(C)C(C)(C)O2)[CH:37]=[CH:36][N:35]=1, predict the reaction product. The product is: [F:22][C:10]1[C:9]2[O:8][C:5]3[C:4]([C@@:15]4([CH2:19][S:18][C:17]([NH2:20])=[N:16]4)[C:14]=2[CH:13]=[C:12]([C:38]2[CH:37]=[CH:36][N:35]=[C:34]([CH3:33])[CH:39]=2)[N:11]=1)=[CH:3][C:2]([C:29]1[C:24]([F:23])=[N:25][CH:26]=[CH:27][CH:28]=1)=[CH:7][CH:6]=3.